From a dataset of Catalyst prediction with 721,799 reactions and 888 catalyst types from USPTO. Predict which catalyst facilitates the given reaction. (1) Reactant: O.NN.[F:4][C:5]1[CH:6]=[CH:7][C:8]([C:11]2[CH:15]=[C:14]([CH2:16][CH2:17][N:18]3C(=O)C4C(=CC=CC=4)C3=O)[O:13][N:12]=2)=[N:9][CH:10]=1. Product: [F:4][C:5]1[CH:6]=[CH:7][C:8]([C:11]2[CH:15]=[C:14]([CH2:16][CH2:17][NH2:18])[O:13][N:12]=2)=[N:9][CH:10]=1. The catalyst class is: 14. (2) Reactant: [OH:1][C@@H:2]1[C@H:7]([OH:8])[C@@H:6]([O:9][CH3:10])[C:5]([CH3:12])([CH3:11])[O:4][C@H:3]1[O:13][C:14]1[CH:23]=[C:22]2[C:17]([CH:18]=[C:19]([NH:25][C:26](=[O:28])[CH3:27])[C:20](=[O:24])[O:21]2)=[CH:16][CH:15]=1.[CH3:29][OH:30]. Product: [CH3:10][O:9][C@H:6]1[C:5]([CH3:11])([CH3:12])[O:4][C@@H:3]([O:13][C:14]2[CH:23]=[C:22]3[C:17]([CH:18]=[C:19]([NH:25][C:26](=[O:28])[CH3:27])[C:20](=[O:24])[O:21]3)=[CH:16][CH:15]=2)[C@@H:2]2[O:1][C:29](=[O:30])[O:8][C@H:7]12. The catalyst class is: 2.